Task: Predict the reaction yield, written as a fraction of the theoretical maximum amount of product (1.0 means a 100% yield; for example, 0.34 means a 34% yield).. Dataset: Reaction yield outcomes from USPTO patents with 853,638 reactions (1) The reactants are [NH2:1][C:2]1[CH:7]=[CH:6][C:5]([C:8]2([C:11]([O:13][CH3:14])=[O:12])[CH2:10][CH2:9]2)=[CH:4][CH:3]=1.C1C(=O)N([Br:22])C(=O)C1.O. The catalyst is C(#N)C. The product is [NH2:1][C:2]1[CH:3]=[CH:4][C:5]([C:8]2([C:11]([O:13][CH3:14])=[O:12])[CH2:10][CH2:9]2)=[CH:6][C:7]=1[Br:22]. The yield is 0.780. (2) The reactants are C(OC(=O)[NH:10][CH2:11][CH2:12][CH2:13][CH2:14][C:15]1[CH:20]=[CH:19][C:18]([O:21][CH2:22][C:23](=[O:29])[NH:24][CH2:25][C:26](=[O:28])[NH2:27])=[CH:17][CH:16]=1)C1C=CC=CC=1. The catalyst is CCO.C1COCC1. The product is [NH2:10][CH2:11][CH2:12][CH2:13][CH2:14][C:15]1[CH:20]=[CH:19][C:18]([O:21][CH2:22][C:23]([NH:24][CH2:25][C:26](=[O:28])[NH2:27])=[O:29])=[CH:17][CH:16]=1. The yield is 0.910. (3) The reactants are [NH:1]1[CH2:5][CH2:4][CH2:3][CH2:2]1.[CH:6]([C:8]1[C:16]2[O:15][CH2:14][CH:13]([C:17]3[CH:22]=[CH:21][C:20]([CH:23]([CH3:25])[CH3:24])=[CH:19][CH:18]=3)[C:12]=2[C:11]([CH3:26])=[C:10]([NH:27][C:28](=[O:34])[CH2:29][C:30]([CH3:33])([CH3:32])[CH3:31])[C:9]=1[CH3:35])=O.[BH4-].[Na+].O. The catalyst is CO.CC(C)[O-].CC(C)[O-].CC(C)[O-].CC(C)[O-].[Ti+4]. The product is [CH:23]([C:20]1[CH:21]=[CH:22][C:17]([CH:13]2[C:12]3[C:11]([CH3:26])=[C:10]([NH:27][C:28](=[O:34])[CH2:29][C:30]([CH3:33])([CH3:32])[CH3:31])[C:9]([CH3:35])=[C:8]([CH2:6][N:1]4[CH2:5][CH2:4][CH2:3][CH2:2]4)[C:16]=3[O:15][CH2:14]2)=[CH:18][CH:19]=1)([CH3:24])[CH3:25]. The yield is 0.490. (4) The reactants are [CH3:1][O:2][C:3]1[CH:17]=[C:16]([O:18][CH3:19])[CH:15]=[CH:14][C:4]=1[CH2:5][N:6]1[C@@H:10]([C:11]#[CH:12])[CH2:9][CH2:8][C:7]1=[O:13].Cl.N[C@@H](C(OC)=O)CCC(OC)=O.Br[C:34]1[N:39]=[C:38]([O:40][CH3:41])[C:37]([Cl:42])=[CH:36][CH:35]=1.O. The catalyst is C(#N)C.C(N(CC)CC)C.Cl[Pd](Cl)([P](C1C=CC=CC=1)(C1C=CC=CC=1)C1C=CC=CC=1)[P](C1C=CC=CC=1)(C1C=CC=CC=1)C1C=CC=CC=1.[Cu](I)I. The product is [Cl:42][C:37]1[CH:36]=[CH:35][C:34]([C:12]#[C:11][C@@H:10]2[N:6]([CH2:5][C:4]3[CH:14]=[CH:15][C:16]([O:18][CH3:19])=[CH:17][C:3]=3[O:2][CH3:1])[C:7](=[O:13])[CH2:8][CH2:9]2)=[N:39][C:38]=1[O:40][CH3:41]. The yield is 0.520.